This data is from Forward reaction prediction with 1.9M reactions from USPTO patents (1976-2016). The task is: Predict the product of the given reaction. (1) The product is: [F:15][C:16]1[CH:24]=[CH:23][C:19]([C:20]([NH:22][CH2:26][N:10]2[CH2:9][CH2:8][N:7]([C:2]3[CH:3]=[CH:4][CH:5]=[CH:6][N:1]=3)[CH2:12][CH2:11]2)=[O:21])=[CH:18][C:17]=1[CH3:25]. Given the reactants [N:1]1[CH:6]=[CH:5][CH:4]=[CH:3][C:2]=1[N:7]1[CH2:12][CH2:11][NH:10][CH2:9][CH2:8]1.C=O.[F:15][C:16]1[CH:24]=[CH:23][C:19]([C:20]([NH2:22])=[O:21])=[CH:18][C:17]=1[CH3:25].[C:26](=O)([O-])[O-].[K+].[K+], predict the reaction product. (2) Given the reactants [CH3:1][O:2][C:3](=[O:27])[C@H:4]([NH:16][C:17]([O:19][CH2:20][C:21]1[CH:26]=[CH:25][CH:24]=[CH:23][CH:22]=1)=[O:18])[CH2:5][C:6]1[CH:15]=[CH:14][C:9]2[NH:10][C:11](=[O:13])[O:12][C:8]=2[CH:7]=1.[Br:28]N1C(=O)CCC1=O, predict the reaction product. The product is: [CH3:1][O:2][C:3](=[O:27])[C@H:4]([NH:16][C:17]([O:19][CH2:20][C:21]1[CH:22]=[CH:23][CH:24]=[CH:25][CH:26]=1)=[O:18])[CH2:5][C:6]1[C:15]([Br:28])=[CH:14][C:9]2[NH:10][C:11](=[O:13])[O:12][C:8]=2[CH:7]=1. (3) Given the reactants [NH:1]1[CH2:6][CH2:5][O:4][CH2:3][CH2:2]1.C(N(CC)C(C)C)(C)C.[F:16][C:17]1[CH:18]=[C:19]([N+:25]([O-:27])=[O:26])[CH:20]=[C:21]([F:24])[C:22]=1F, predict the reaction product. The product is: [F:16][C:17]1[CH:18]=[C:19]([N+:25]([O-:27])=[O:26])[CH:20]=[C:21]([F:24])[C:22]=1[N:1]1[CH2:6][CH2:5][O:4][CH2:3][CH2:2]1. (4) Given the reactants [F:1][C:2]1[C:7]([F:8])=[CH:6][CH:5]=[CH:4][C:3]=1[C:9]#[C:10][C:11]1[CH:12]=[C:13]([C:23]([N:25]2[CH2:29][CH2:28][CH2:27][CH2:26]2)=[O:24])[N:14](C(OC(C)(C)C)=O)[CH:15]=1.C[Si]([N:34]=[N+:35]=[N-:36])(C)C, predict the reaction product. The product is: [F:1][C:2]1[C:7]([F:8])=[CH:6][CH:5]=[CH:4][C:3]=1[C:9]1[NH:36][N:35]=[N:34][C:10]=1[C:11]1[CH:12]=[C:13]([C:23]([N:25]2[CH2:29][CH2:28][CH2:27][CH2:26]2)=[O:24])[NH:14][CH:15]=1. (5) Given the reactants [Cl:1][C:2]1[CH:3]=[CH:4][C:5]([C:28]([F:31])([F:30])[F:29])=[C:6]([CH:27]=1)[CH2:7][N:8]1[CH2:13][CH2:12][NH:11][C:10]2[N:14]=[CH:15][C:16]([C:18]3[CH:26]=[CH:25][C:21]([C:22]([OH:24])=O)=[CH:20][CH:19]=3)=[CH:17][C:9]1=2.[NH:32]1[CH2:37][CH2:36][CH:35]([N:38]2[CH2:43][CH2:42][O:41][CH2:40][CH2:39]2)[CH2:34][CH2:33]1, predict the reaction product. The product is: [Cl:1][C:2]1[CH:3]=[CH:4][C:5]([C:28]([F:31])([F:29])[F:30])=[C:6]([CH:27]=1)[CH2:7][N:8]1[CH2:13][CH2:12][NH:11][C:10]2[N:14]=[CH:15][C:16]([C:18]3[CH:26]=[CH:25][C:21]([C:22]([N:32]4[CH2:37][CH2:36][CH:35]([N:38]5[CH2:43][CH2:42][O:41][CH2:40][CH2:39]5)[CH2:34][CH2:33]4)=[O:24])=[CH:20][CH:19]=3)=[CH:17][C:9]1=2. (6) Given the reactants [CH3:1][O:2][C:3]([C@H:5]1[CH2:10][CH2:9][C@H:8]([C:11]([OH:13])=O)[CH2:7][CH2:6]1)=[O:4].S(Cl)([Cl:16])=O, predict the reaction product. The product is: [Cl:16][C:11]([C@H:8]1[CH2:9][CH2:10][C@H:5]([C:3]([O:2][CH3:1])=[O:4])[CH2:6][CH2:7]1)=[O:13]. (7) Given the reactants [CH3:1][CH2:2][CH2:3][CH2:4][CH2:5][N:6]([CH2:8][CH2:9][C:10]([P:16]([OH:19])([OH:18])=[O:17])([P:12]([OH:15])([OH:14])=[O:13])[OH:11])[CH3:7].B([O-])([O-])[O-].B([O-])([O-])[O-].B([O-])([O-])[O-].B([O-])([O-])[O-].[Na+:36].[Na+].[Na+].[Na+].[Na+].[Na+].[Na+].[Na+].[Na+].[Na+].[Na+].[Na+], predict the reaction product. The product is: [CH3:1][CH2:2][CH2:3][CH2:4][CH2:5][N:6]([CH2:8][CH2:9][C:10]([P:16]([O-:19])([OH:18])=[O:17])([P:12]([OH:15])([OH:14])=[O:13])[OH:11])[CH3:7].[Na+:36]. (8) The product is: [C:1]([O-:5])(=[O:4])[CH:2]=[CH2:3].[Na+:7].[C:1]([OH:5])(=[O:4])[CH:2]=[CH2:3]. Given the reactants [C:1]([OH:5])(=[O:4])[CH:2]=[CH2:3].[OH-].[Na+:7], predict the reaction product. (9) Given the reactants [CH2:1]([O:8][C:9]1[CH:17]=[CH:16][C:12]([C:13](O)=O)=[CH:11][CH:10]=1)[C:2]1[CH:7]=[CH:6][CH:5]=[CH:4][CH:3]=1.[CH2:18]([O:25][C:26]1[CH:37]=CC(C(N(OC)C)=O)=CC=1)[C:19]1[CH:24]=[CH:23]C=C[CH:20]=1.Cl.CN[O:41]C.Cl.CN(C)[CH2:46][CH2:47][CH2:48][N:49]=[C:50]=[N:51]CC.ON1[C:60]2[CH:61]=CC=[CH:64][C:59]=2N=N1, predict the reaction product. The product is: [CH2:1]([O:8][C:9]1[CH:17]=[CH:16][C:12]([C:13]2[N:51]=[C:50]3[CH:20]=[C:19]([C:18]([O:25][CH2:26][CH3:37])=[O:41])[CH:24]=[CH:23][N:49]3[C:48]=2[CH:47]2[CH2:46][CH2:61][CH2:60][CH2:59][CH2:64]2)=[CH:11][CH:10]=1)[C:2]1[CH:7]=[CH:6][CH:5]=[CH:4][CH:3]=1. (10) Given the reactants [NH2:1][C:2]1[C:3]2[N:4]([C:8]([C@H:12]3[CH2:22][N:16]4[C:17](=[O:21])[CH2:18][NH:19][CH2:20][C@@H:15]4[CH2:14][CH2:13]3)=[N:9][C:10]=2Br)[CH:5]=[CH:6][N:7]=1.[CH3:23][O:24][C:25]1[CH:26]=[C:27]([CH:41]=[CH:42][C:43]=1B1OC(C)(C)C(C)(C)O1)[C:28]([NH:30][C:31]1[CH:36]=[C:35]([C:37]([F:40])([F:39])[F:38])[CH:34]=[CH:33][N:32]=1)=[O:29], predict the reaction product. The product is: [NH2:1][C:2]1[C:3]2[N:4]([C:8]([C@H:12]3[CH2:22][N:16]4[C:17](=[O:21])[CH2:18][NH:19][CH2:20][C@@H:15]4[CH2:14][CH2:13]3)=[N:9][C:10]=2[C:43]2[CH:42]=[CH:41][C:27]([C:28]([NH:30][C:31]3[CH:36]=[C:35]([C:37]([F:40])([F:38])[F:39])[CH:34]=[CH:33][N:32]=3)=[O:29])=[CH:26][C:25]=2[O:24][CH3:23])[CH:5]=[CH:6][N:7]=1.